Dataset: Peptide-MHC class I binding affinity with 185,985 pairs from IEDB/IMGT. Task: Regression. Given a peptide amino acid sequence and an MHC pseudo amino acid sequence, predict their binding affinity value. This is MHC class I binding data. (1) The binding affinity (normalized) is 0.0614. The MHC is HLA-A02:02 with pseudo-sequence HLA-A02:02. The peptide sequence is QMYRKFSRCT. (2) The peptide sequence is IVTSLAIKNY. The MHC is HLA-A03:01 with pseudo-sequence HLA-A03:01. The binding affinity (normalized) is 0.352. (3) The peptide sequence is LDGQQFYWP. The MHC is HLA-A11:01 with pseudo-sequence HLA-A11:01. The binding affinity (normalized) is 0. (4) The peptide sequence is SIIQEKLGY. The MHC is HLA-B27:05 with pseudo-sequence HLA-B27:05. The binding affinity (normalized) is 0.0847. (5) The peptide sequence is QAIMDKNIIL. The MHC is HLA-A68:02 with pseudo-sequence HLA-A68:02. The binding affinity (normalized) is 0.159.